This data is from Experimentally validated miRNA-target interactions with 360,000+ pairs, plus equal number of negative samples. The task is: Binary Classification. Given a miRNA mature sequence and a target amino acid sequence, predict their likelihood of interaction. (1) The miRNA is rno-miR-133b-5p with sequence GCUGGUCAAACGGAACCAAGU. The protein sequence of the target gene is MPLLHRKPFVRQKPPADLRPDEEVFYCKVTNEIFRHYDDFFERTILCNSLVWSCAVTGRPGLTYQEALESEKKARQNLQSFPEPLIIPVLYLTSLTHRSRLHEICDDIFAYVKDRYFVEETVEVIRNNGARLQCRILEVLPPSHQNGFANGHVNSVDGETIIISDSDDSETQSCSFQNGKKKDAIDPLLFKYKVQPTKKELHESAIVKATQISRRKHLFSRDKLKLFLKQHCEPQDGVIKIKASSLSTYKIAEQDFSYFFPDDPPTFIFSPANRRRGRPPKRIHISQEDNVANKQTLASY.... Result: 0 (no interaction). (2) The miRNA is mmu-miR-669f-3p with sequence CAUAUACAUACACACACACGUAU. The protein sequence of the target gene is MLPAVGSADEEEDPAEEDCPELVPIETTQSEEEEKSGLGAKIPVTIITGYLGAGKTTLLNYILTEQHSKRVAVILNEFGEGSALEKSLAVSQGGELYEEWLELRNGCLCCSVKDSGLRAIENLMQKKGKFDYILLETTGLADPGAVASMFWVDAELGSDIYLDGIITIVDSKYGLKHLTEEKPDGLINEATRQVALADAILINKTDLVPEEDVKKLRTTIRSINGLGQILETQRSRVDLSNVLDLHAFDSLSGISLQKKLQHVPGTQPHLDQSIVTITFEVPGNAKEEHLNMFIQNLLWE.... Result: 0 (no interaction). (3) The miRNA is mmu-miR-370-3p with sequence GCCUGCUGGGGUGGAACCUGGU. The protein sequence of the target gene is MLPAQEAAKLYHTNYVRNSRAIGVLWAIFTICFAIINVVCFIQPYWIGDGVDTPQAGYFGLFHYCIGNGFSRELTCRGSFTDFSTLPSGAFKAASFFIGLSMMLIIACIVCFTLFFFCNTATVYKICAWMQLTFAACLVLGCMIFPDGWDSDEAKRMCGEKTDKYTLGACSVRWAYILAIIGILDALILSFLAVVLGNRQDSLMAEELKAENKVLLSQYSLE. Result: 1 (interaction). (4) The miRNA is cel-miR-66-5p with sequence CAUGACACUGAUUAGGGAUGUGA. The protein sequence of the target gene is MYRWLAKVLGTILRLCERPAPGARALLKRRRSSSTLFSTAVDTDEIPAKRPRLDCFIHQVKNSLYNAASLFGFPFQLTTKPMVSSACNGTRNVAPSGEVFSNSSSCELMSSGSCSSMLKLGNKSPNGISDYPKIRVTVTRDQPRRVLPSFGFTLKSEGYNRRPSGRRHSKSNPESSLTWKPQEQGVTEMISEEGGKGVRRPHCTVEEGVQKDEREKYRKLLERLKEGAHGSTFPPTVSHHSSQRIQMDTLKTKGWVEEQNHGVRTTHFVPKQYRVVETRGPLCSMRSEKRYSKGKADTEK.... Result: 0 (no interaction). (5) The miRNA is hsa-miR-5698 with sequence UGGGGGAGUGCAGUGAUUGUGG. The protein sequence of the target gene is MEPSGGGLGPGRGTRDKKKGRSPDELPATGGDGGKHKKFLERFTSMRIKKEKEKPNSAHRNSSASYGDDPTAQSLQDISDEQVLVLFEQMLVDMNLNEEKQQPLREKDIVIKREMVSQYLHTSKAGMNQKESSRSAMMYIQELRSGLRDMHLLSCLESLRVSLNNNPVSWVQTFGAEGLASLLDILKRLHDEKEETSGNYDSRNQHEIIRCLKAFMNNKFGIKTMLETEEGILLLVRAMDPAVPNMMIDAAKLLSALCILPQPEDMNERVLEAMTERAEMDEVERFQPLLDGLKSGTSIA.... Result: 0 (no interaction).